Dataset: Full USPTO retrosynthesis dataset with 1.9M reactions from patents (1976-2016). Task: Predict the reactants needed to synthesize the given product. (1) Given the product [NH2:23][C@:19]1([CH2:20][OH:21])[CH2:25][CH2:26][C@H:17]([C:12]2[CH:11]=[CH:10][C:9]3[CH2:8][C@@H:7]([CH2:6][CH2:5][CH2:4][O:3][CH2:1][CH3:2])[CH2:16][CH2:15][C:14]=3[CH:13]=2)[CH2:18]1, predict the reactants needed to synthesize it. The reactants are: [CH2:1]([O:3][CH2:4][CH2:5][CH2:6][C@H:7]1[CH2:16][CH2:15][C:14]2[CH:13]=[C:12]([C@H:17]3[CH2:26][CH2:25][C@@:19]4([NH:23]C(=O)[O:21][CH2:20]4)[CH2:18]3)[CH:11]=[CH:10][C:9]=2[CH2:8]1)[CH3:2].[OH-].[Na+].C(O)(C(F)(F)F)=O. (2) Given the product [Br:12][C:10]1[N:11]=[C:7]([C:14]2([OH:13])[CH2:15][CH2:16][N:17]([C:20]([O:22][C:23]([CH3:25])([CH3:24])[CH3:26])=[O:21])[CH2:18][CH2:19]2)[S:8][CH:9]=1, predict the reactants needed to synthesize it. The reactants are: C([Li])CCC.Br[C:7]1[S:8][CH:9]=[C:10]([Br:12])[N:11]=1.[O:13]=[C:14]1[CH2:19][CH2:18][N:17]([C:20]([O:22][C:23]([CH3:26])([CH3:25])[CH3:24])=[O:21])[CH2:16][CH2:15]1. (3) Given the product [NH2:10][CH2:9][C:8]1[CH:11]=[C:12]([CH3:13])[C:5]([NH:4][C:16](=[O:17])[O:18][CH2:19][CH2:20][CH3:21])=[C:6]([Cl:14])[CH:7]=1, predict the reactants needed to synthesize it. The reactants are: C([NH:4][C:5]1[C:12]([CH3:13])=[CH:11][C:8]([CH2:9][NH2:10])=[CH:7][C:6]=1[Cl:14])(=O)C.Cl[C:16]([O:18][CH2:19][CH2:20][CH3:21])=[O:17].